This data is from Full USPTO retrosynthesis dataset with 1.9M reactions from patents (1976-2016). The task is: Predict the reactants needed to synthesize the given product. (1) Given the product [C:1]([O:5][C:6](=[O:22])[NH:7][C:8]1[CH:13]=[CH:12][C:11]([CH2:14][C:15]2[CH:16]=[CH:17][C:18]([NH:21][C:30](=[O:31])[CH2:29][C:27](=[O:28])[C:23]([F:26])([F:25])[F:24])=[CH:19][CH:20]=2)=[CH:10][CH:9]=1)([CH3:4])([CH3:2])[CH3:3], predict the reactants needed to synthesize it. The reactants are: [C:1]([O:5][C:6](=[O:22])[NH:7][C:8]1[CH:13]=[CH:12][C:11]([CH2:14][C:15]2[CH:20]=[CH:19][C:18]([NH2:21])=[CH:17][CH:16]=2)=[CH:10][CH:9]=1)([CH3:4])([CH3:3])[CH3:2].[C:23]([C:27]([CH2:29][C:30](OCC)=[O:31])=[O:28])([F:26])([F:25])[F:24]. (2) Given the product [C:13]1([C:16]2[CH:21]=[CH:20][CH:19]=[CH:18][CH:17]=2)[CH:12]=[CH:11][C:10]([CH:6]([NH:5][C:3](=[O:4])[CH2:2][NH:1][C:33](=[O:34])[CH2:32][CH2:31][CH2:30][CH2:29][NH:28][C:23]2[CH:24]=[CH:25][CH:26]=[CH:27][N:22]=2)[CH2:7][C:8]#[N:9])=[CH:15][CH:14]=1, predict the reactants needed to synthesize it. The reactants are: [NH2:1][CH2:2][C:3]([NH:5][CH:6]([C:10]1[CH:15]=[CH:14][C:13]([C:16]2[CH:21]=[CH:20][CH:19]=[CH:18][CH:17]=2)=[CH:12][CH:11]=1)[CH2:7][C:8]#[N:9])=[O:4].[N:22]1[CH:27]=[CH:26][CH:25]=[CH:24][C:23]=1[NH:28][CH2:29][CH2:30][CH2:31][CH2:32][C:33](O)=[O:34].C(N(CC)C1C=CN=CC=1)C.C1(N=C=N)CCCCC1. (3) Given the product [N+:2]([C:5]1[C:13](=[O:14])[NH:12][C:11](=[O:15])[NH:10][C:6]=1[C:7]([O:9][CH3:21])=[O:8])([O-:4])=[O:3], predict the reactants needed to synthesize it. The reactants are: [K].[N+:2]([C:5]1[C:13](=[O:14])[NH:12][C:11](=[O:15])[NH:10][C:6]=1[C:7]([OH:9])=[O:8])([O-:4])=[O:3].OS(O)(=O)=O.[CH3:21]O. (4) Given the product [CH3:1][O:2][C:3]([C:5]1[C:6]([NH2:15])=[C:7]([C:21]#[C:20][Si:17]([CH3:19])([CH3:18])[CH3:16])[CH:8]=[C:9]2[C:13]=1[NH:12][N:11]=[CH:10]2)=[O:4], predict the reactants needed to synthesize it. The reactants are: [CH3:1][O:2][C:3]([C:5]1[C:6]([NH2:15])=[C:7](Br)[CH:8]=[C:9]2[C:13]=1[NH:12][N:11]=[CH:10]2)=[O:4].[CH3:16][Si:17]([C:20]#[CH:21])([CH3:19])[CH3:18].C(NCC)C. (5) The reactants are: [N+:1]([C:4]1[CH:13]=[CH:12][C:7]([O:8][CH2:9][CH2:10]Br)=[CH:6][CH:5]=1)([O-])=O.[CH3:14][S:15]([NH:18][C:19]1[CH:24]=[CH:23][C:22]([CH2:25][CH2:26][NH:27][CH3:28])=[CH:21][CH:20]=1)(=[O:17])=[O:16].C([O-])([O-])=O.[K+].[K+].O. Given the product [CH3:28][N:27]([CH2:10][CH2:9][O:8][C:7]1[CH:12]=[CH:13][C:4]([NH2:1])=[CH:5][CH:6]=1)[CH2:26][CH2:25][C:22]1[CH:21]=[CH:20][C:19]([NH:18][S:15]([CH3:14])(=[O:17])=[O:16])=[CH:24][CH:23]=1, predict the reactants needed to synthesize it. (6) Given the product [Br:1][C:2]1[CH:10]=[C:9]2[C:5]([C:6]([I:11])=[N:7][N:8]2[C:18]([C:17]2[C:21]([C:25]([F:26])([F:27])[F:28])=[CH:22][CH:23]=[CH:24][C:16]=2[Cl:15])=[O:19])=[CH:4][CH:3]=1, predict the reactants needed to synthesize it. The reactants are: [Br:1][C:2]1[CH:10]=[C:9]2[C:5]([C:6]([I:11])=[N:7][NH:8]2)=[CH:4][CH:3]=1.C(Cl)Cl.[Cl:15][C:16]1[CH:24]=[CH:23][CH:22]=[C:21]([C:25]([F:28])([F:27])[F:26])[C:17]=1[C:18](Cl)=[O:19]. (7) Given the product [Cl:14][C:11]1[CH:12]=[CH:13][C:8]([C:4]2[O:3][C:2]([NH:17][C:15]3[CH:13]=[CH:12][CH:11]=[C:10]4[C:16]=3[CH2:5][CH:4]([OH:3])[CH2:8][CH2:9]4)=[N:6][C:5]=2[CH3:7])=[CH:9][CH:10]=1, predict the reactants needed to synthesize it. The reactants are: Cl[C:2]1[O:3][C:4]([C:8]2[CH:13]=[CH:12][C:11]([Cl:14])=[CH:10][CH:9]=2)=[C:5]([CH3:7])[N:6]=1.[C:15](#[N:17])[CH3:16]. (8) Given the product [OH:47][CH2:46][CH2:48][NH:49][C:42]([NH:1][C:2]1[CH:3]=[CH:4][C:5]([C:8]2[N:9]=[C:10]([N:22]3[CH2:27][CH2:26][O:25][CH2:24][C@@H:23]3[CH3:28])[C:11]3[CH2:17][CH2:16][N:15]([C:18](=[O:21])[CH2:19][CH3:20])[CH2:14][C:12]=3[N:13]=2)=[CH:6][CH:7]=1)=[O:43], predict the reactants needed to synthesize it. The reactants are: [NH2:1][C:2]1[CH:7]=[CH:6][C:5]([C:8]2[N:9]=[C:10]([N:22]3[CH2:27][CH2:26][O:25][CH2:24][C@@H:23]3[CH3:28])[C:11]3[CH2:17][CH2:16][N:15]([C:18](=[O:21])[CH2:19][CH3:20])[CH2:14][C:12]=3[N:13]=2)=[CH:4][CH:3]=1.O1CCOCC1.C(N(CC)CC)C.[C:42](Cl)(Cl)=[O:43].[CH2:46]([CH2:48][NH2:49])[OH:47].